Dataset: Catalyst prediction with 721,799 reactions and 888 catalyst types from USPTO. Task: Predict which catalyst facilitates the given reaction. (1) Reactant: [CH2:1]([N:3]([CH:43]1[CH2:48][CH2:47][O:46][CH2:45][CH2:44]1)[C:4]1[CH:5]=[C:6]([C:24]2[CH:25]=[CH:26][C:27]([N:30]3[CH2:35][CH2:34][N:33](C(OC(C)(C)C)=O)[CH2:32][CH2:31]3)=[N:28][CH:29]=2)[CH:7]=[C:8]([C:11](=[O:23])[NH:12][CH2:13][C:14]2[C:15]([CH3:22])=[N:16][N:17]([CH3:21])[C:18]=2[O:19]C)[C:9]=1[CH3:10])[CH3:2].[Na+].[I-].C[Si](Cl)(C)C.C(=O)(O)[O-].[Na+]. Product: [CH3:21][N:17]1[C:18](=[O:19])[C:14]([CH2:13][NH:12][C:11](=[O:23])[C:8]2[CH:7]=[C:6]([C:24]3[CH:29]=[N:28][C:27]([N:30]4[CH2:31][CH2:32][NH:33][CH2:34][CH2:35]4)=[CH:26][CH:25]=3)[CH:5]=[C:4]([N:3]([CH2:1][CH3:2])[CH:43]3[CH2:48][CH2:47][O:46][CH2:45][CH2:44]3)[C:9]=2[CH3:10])=[C:15]([CH3:22])[NH:16]1. The catalyst class is: 10. (2) Reactant: [CH:1]([O:4][C:5]1[CH:13]=[CH:12][C:8]([C:9]([OH:11])=O)=[CH:7][C:6]=1[CH3:14])([CH3:3])[CH3:2].C(N(CC)CC)C.Cl.[CH2:23]([N:30]1[C:40]([CH3:42])([CH3:41])[CH2:39][O:38][C:32]2([CH2:37][CH2:36][NH:35][CH2:34][CH2:33]2)[CH2:31]1)[C:24]1[CH:29]=[CH:28][CH:27]=[CH:26][CH:25]=1. Product: [CH2:23]([N:30]1[C:40]([CH3:42])([CH3:41])[CH2:39][O:38][C:32]2([CH2:33][CH2:34][N:35]([C:9]([C:8]3[CH:12]=[CH:13][C:5]([O:4][CH:1]([CH3:2])[CH3:3])=[C:6]([CH3:14])[CH:7]=3)=[O:11])[CH2:36][CH2:37]2)[CH2:31]1)[C:24]1[CH:29]=[CH:28][CH:27]=[CH:26][CH:25]=1. The catalyst class is: 10.